This data is from Catalyst prediction with 721,799 reactions and 888 catalyst types from USPTO. The task is: Predict which catalyst facilitates the given reaction. (1) Reactant: [CH3:1][N:2]([CH2:14][CH2:15][CH3:16])[C:3](=[O:13])[C:4]1[CH:9]=[CH:8][C:7]([N+:10]([O-])=O)=[CH:6][CH:5]=1. Product: [NH2:10][C:7]1[CH:8]=[CH:9][C:4]([C:3]([N:2]([CH3:1])[CH2:14][CH2:15][CH3:16])=[O:13])=[CH:5][CH:6]=1. The catalyst class is: 29. (2) Reactant: [Cl:1][C:2]1[CH:3]=[CH:4][C:5]2[NH:11][C:10](=[O:12])[C@@H:9]([CH2:13][C:14]([O:16][CH3:17])=[O:15])[S:8][C@@H:7]([C:18]3[CH:23]=[CH:22][CH:21]=[C:20]([O:24][CH3:25])[C:19]=3[O:26][CH3:27])[C:6]=2[CH:28]=1.C(=O)([O-])[O-].[K+].[K+]. Product: [Cl:1][C:2]1[CH:3]=[CH:4][C:5]2[NH:11][C:10](=[O:12])[C@@H:9]([CH2:13][C:14]([O:16][CH3:17])=[O:15])[S:8][C@H:7]([C:18]3[CH:23]=[CH:22][CH:21]=[C:20]([O:24][CH3:25])[C:19]=3[O:26][CH3:27])[C:6]=2[CH:28]=1. The catalyst class is: 5. (3) Reactant: [NH:1]1[CH2:6][CH2:5][CH2:4][CH:3]([NH:7][C:8]([NH:10][C:11]2[N:12]=[C:13]3[CH:19]=[CH:18][N:17]([CH2:20][O:21][CH2:22][CH2:23][Si:24]([CH3:27])([CH3:26])[CH3:25])[C:14]3=[N:15][CH:16]=2)=[O:9])[CH2:2]1.N1C=CC=CC=1.[C:34](Cl)(=[O:37])[CH2:35][CH3:36]. Product: [C:34]([N:1]1[CH2:6][CH2:5][CH2:4][CH:3]([NH:7][C:8]([NH:10][C:11]2[N:12]=[C:13]3[CH:19]=[CH:18][N:17]([CH2:20][O:21][CH2:22][CH2:23][Si:24]([CH3:27])([CH3:26])[CH3:25])[C:14]3=[N:15][CH:16]=2)=[O:9])[CH2:2]1)(=[O:37])[CH2:35][CH3:36]. The catalyst class is: 2. (4) Product: [Br:1][C:2]1[C:7]([F:8])=[CH:6][C:5]([C:9]2[C:18]3[C:13](=[CH:14][C:15]([S:19]([NH:41][C:38]4[CH:39]=[CH:40][O:36][N:37]=4)(=[O:20])=[O:21])=[CH:16][CH:17]=3)[CH:12]=[N:11][N:10]=2)=[C:4]([O:34][CH3:35])[CH:3]=1. Reactant: [Br:1][C:2]1[C:7]([F:8])=[CH:6][C:5]([C:9]2[C:18]3[C:13](=[CH:14][C:15]([S:19](OC4C(F)=C(F)C(F)=C(F)C=4F)(=[O:21])=[O:20])=[CH:16][CH:17]=3)[CH:12]=[N:11][N:10]=2)=[C:4]([O:34][CH3:35])[CH:3]=1.[O:36]1[CH:40]=[CH:39][C:38]([NH2:41])=[N:37]1.C1COCC1.C[Si]([N-][Si](C)(C)C)(C)C.[Li+]. The catalyst class is: 25.